Dataset: Forward reaction prediction with 1.9M reactions from USPTO patents (1976-2016). Task: Predict the product of the given reaction. (1) The product is: [CH2:1]([C:7]1[C:8]([C:37]2[CH:42]=[CH:41][C:40]([S:44]([Cl:43])(=[O:47])=[O:45])=[CH:39][CH:38]=2)=[C:9]([C:31]2[CH:32]=[CH:33][C:34]([S:44]([Cl:43])(=[O:47])=[O:45])=[CH:35][CH:36]=2)[C:10]([C:25]2[CH:26]=[CH:27][C:28]([S:44]([Cl:43])(=[O:47])=[O:45])=[CH:29][CH:30]=2)=[C:11]([C:19]2[CH:24]=[CH:23][C:22]([S:44]([Cl:43])(=[O:47])=[O:45])=[CH:21][CH:20]=2)[C:12]=1[C:13]1[CH:18]=[CH:17][C:16]([S:44]([Cl:43])(=[O:47])=[O:45])=[CH:15][CH:14]=1)[CH2:2][CH2:3][CH2:4][CH2:5][CH3:6]. Given the reactants [CH2:1]([C:7]1[C:12]([C:13]2[CH:18]=[CH:17][CH:16]=[CH:15][CH:14]=2)=[C:11]([C:19]2[CH:24]=[CH:23][CH:22]=[CH:21][CH:20]=2)[C:10]([C:25]2[CH:30]=[CH:29][CH:28]=[CH:27][CH:26]=2)=[C:9]([C:31]2[CH:36]=[CH:35][CH:34]=[CH:33][CH:32]=2)[C:8]=1[C:37]1[CH:42]=[CH:41][CH:40]=[CH:39][CH:38]=1)[CH2:2][CH2:3][CH2:4][CH2:5][CH3:6].[Cl:43][S:44]([OH:47])(=O)=[O:45], predict the reaction product. (2) Given the reactants [Cl-].[CH3:2][O:3][C:4]1[CH:29]=[C:8]2[CH:9]=[CH:10][N:11]([CH2:16][C:17]3[CH:22]=[C:21]([O:23][CH3:24])[C:20]([O:25][CH3:26])=[C:19]([O:27][CH3:28])[CH:18]=3)[C:12]3[CH:13]=[CH:14][NH+:15]=[C:6]([C:7]=32)[C:5]=1[O:30][CH3:31].C(=O)([O-])[O-].[K+].[K+].[OH:38][C:39]1[CH:40]=[C:41]([CH:44]=[CH:45][C:46]=1[O:47][CH3:48])[CH2:42][Br:43].[K+].[Br-].O.[Cl-].COC1C=C2C=C[NH+](C)C3C=CN=C(C=32)C=1OC.COC1C=C2C=C[NH+](C)C3C=CN=C(C=32)C=1OC.[Cl-].CN1C2C(OP([O-])([O-])=O)=C(OC)C=C3C=CN=C(C=23)C=C1.[Na+].[Na+].[I-].C[N+]1C=CC2N(CC3C=CC(OC)=CC=3)C=CC3=CC(OC)=C(OC)C=1C=23, predict the reaction product. The product is: [Br-:43].[CH3:2][O:3][C:4]1[CH:29]=[C:8]2[CH:9]=[CH:10][N:11]([CH2:16][C:17]3[CH:22]=[C:21]([O:23][CH3:24])[C:20]([O:25][CH3:26])=[C:19]([O:27][CH3:28])[CH:18]=3)[C:12]3[CH:13]=[CH:14][N+:15]([CH2:42][C:41]4[CH:44]=[CH:45][C:46]([O:47][CH3:48])=[C:39]([OH:38])[CH:40]=4)=[C:6]([C:7]=32)[C:5]=1[O:30][CH3:31]. (3) Given the reactants [CH3:1][N:2]1[CH:6]=[C:5]([C:7]2[CH:8]=[C:9]3[C:14](=[C:15]([O:17]COCC[Si](C)(C)C)[CH:16]=2)[N:13]=[CH:12][N:11](COCC[Si](C)(C)C)[C:10]3=[O:34])[C:4]([C:35]([F:38])([F:37])[F:36])=[N:3]1, predict the reaction product. The product is: [OH:17][C:15]1[CH:16]=[C:7]([C:5]2[C:4]([C:35]([F:38])([F:37])[F:36])=[N:3][N:2]([CH3:1])[CH:6]=2)[CH:8]=[C:9]2[C:14]=1[N:13]=[CH:12][NH:11][C:10]2=[O:34]. (4) Given the reactants Cl.[NH2:2][C@H:3]([C:8]1[CH:13]=[CH:12][C:11]([OH:14])=[CH:10][CH:9]=1)[C:4]([O:6][CH3:7])=[O:5].C(OCC)(=O)C.S([O-])([O-])(=O)=O.[Mg+2].[S:27]1[CH:31]=[CH:30][C:29]([CH:32]=O)=[CH:28]1, predict the reaction product. The product is: [OH:14][C:11]1[CH:10]=[CH:9][C:8]([CH:3]([NH:2][CH2:32][C:29]2[CH:30]=[CH:31][S:27][CH:28]=2)[C:4]([O:6][CH3:7])=[O:5])=[CH:13][CH:12]=1. (5) Given the reactants [F:1][C:2]1[C:13]([F:14])=[C:12]([F:15])[CH:11]=[CH:10][C:3]=1[NH:4][C@@H:5]([CH3:9])[C:6]([OH:8])=[O:7].Cl.[CH3:17]O, predict the reaction product. The product is: [F:1][C:2]1[C:13]([F:14])=[C:12]([F:15])[CH:11]=[CH:10][C:3]=1[NH:4][C@@H:5]([CH3:9])[C:6]([O:8][CH3:17])=[O:7]. (6) Given the reactants [NH2:1][C:2]1[C:10]([N+:11]([O-:13])=[O:12])=[CH:9][C:5]([C:6]([NH2:8])=O)=[C:4]([F:14])[C:3]=1[F:15].O=P(Cl)(Cl)Cl.O, predict the reaction product. The product is: [NH2:1][C:2]1[C:10]([N+:11]([O-:13])=[O:12])=[CH:9][C:5]([C:6]#[N:8])=[C:4]([F:14])[C:3]=1[F:15]. (7) Given the reactants CC(C)([S@@]([NH:6][C:7]([C:16]1[CH:17]=[N:18][C:19]([N:22]2[CH2:27][CH2:26][N:25](C(OC(C)(C)C)=O)[CH2:24][CH2:23]2)=[N:20][CH:21]=1)([C:9]1[CH:14]=[CH:13][C:12]([F:15])=[CH:11][CH:10]=1)[CH3:8])=O)C.Cl, predict the reaction product. The product is: [F:15][C:12]1[CH:13]=[CH:14][C:9]([C@@:7]([C:16]2[CH:17]=[N:18][C:19]([N:22]3[CH2:27][CH2:26][NH:25][CH2:24][CH2:23]3)=[N:20][CH:21]=2)([NH2:6])[CH3:8])=[CH:10][CH:11]=1.